Dataset: Forward reaction prediction with 1.9M reactions from USPTO patents (1976-2016). Task: Predict the product of the given reaction. (1) Given the reactants [OH-].[Na+].[CH2:3]([O:10][C:11]([N:13]1[CH2:22][CH2:21][C:20]2[C:15](=[CH:16][C:17]([O:23][C:24]3[CH:29]=[CH:28][C:27]([C:30]([O:32]CC)=[O:31])=[CH:26][CH:25]=3)=[CH:18][CH:19]=2)[CH2:14]1)=[O:12])[C:4]1[CH:9]=[CH:8][CH:7]=[CH:6][CH:5]=1, predict the reaction product. The product is: [CH2:3]([O:10][C:11]([N:13]1[CH2:22][CH2:21][C:20]2[C:15](=[CH:16][C:17]([O:23][C:24]3[CH:25]=[CH:26][C:27]([C:30]([OH:32])=[O:31])=[CH:28][CH:29]=3)=[CH:18][CH:19]=2)[CH2:14]1)=[O:12])[C:4]1[CH:9]=[CH:8][CH:7]=[CH:6][CH:5]=1. (2) Given the reactants Cl[C:2]1[C:11]2[C:6](=[CH:7][C:8]([O:14][CH3:15])=[C:9]([O:12][CH3:13])[CH:10]=2)[N:5]=[CH:4][CH:3]=1.[CH2:16]([O:23][C:24]1[CH:31]=[CH:30][C:27]([CH:28]=[O:29])=[C:26]([OH:32])[CH:25]=1)[C:17]1[CH:22]=[CH:21][CH:20]=[CH:19][CH:18]=1.O, predict the reaction product. The product is: [CH2:16]([O:23][C:24]1[CH:31]=[CH:30][C:27]([CH:28]=[O:29])=[C:26]([O:32][C:2]2[C:11]3[C:6](=[CH:7][C:8]([O:14][CH3:15])=[C:9]([O:12][CH3:13])[CH:10]=3)[N:5]=[CH:4][CH:3]=2)[CH:25]=1)[C:17]1[CH:18]=[CH:19][CH:20]=[CH:21][CH:22]=1. (3) The product is: [F:24][C:25]([F:35])([F:36])[C:26]1[CH:34]=[CH:33][CH:32]=[CH:31][C:27]=1[C:28]([NH:14][CH2:13][C:10]1([C:6]2[N:5]=[C:4]([C:3]([F:2])([F:15])[F:16])[CH:9]=[CH:8][N:7]=2)[CH2:12][CH2:11]1)=[O:29]. Given the reactants Cl.[F:2][C:3]([F:16])([F:15])[C:4]1[CH:9]=[CH:8][N:7]=[C:6]([C:10]2([CH2:13][NH2:14])[CH2:12][CH2:11]2)[N:5]=1.CCN(CC)CC.[F:24][C:25]([F:36])([F:35])[C:26]1[CH:34]=[CH:33][CH:32]=[CH:31][C:27]=1[C:28](Cl)=[O:29].O, predict the reaction product. (4) The product is: [CH:1]1([CH2:7][CH2:8][CH2:9][C@@H:10]([C:16]2[O:20][N:19]=[C:18]([C:21]3[CH:22]=[C:23]([CH:29]=[CH:30][N:31]=3)[C:24]([OH:26])=[O:25])[N:17]=2)[CH2:11][C:12]([NH:14][OH:15])=[O:13])[CH2:6][CH2:5][CH2:4][CH2:3][CH2:2]1. Given the reactants [CH:1]1([CH2:7][CH2:8][CH2:9][C@@H:10]([C:16]2[O:20][N:19]=[C:18]([C:21]3[CH:22]=[C:23]([CH:29]=[CH:30][N:31]=3)[C:24]([O:26]CC)=[O:25])[N:17]=2)[CH2:11][C:12]([NH:14][OH:15])=[O:13])[CH2:6][CH2:5][CH2:4][CH2:3][CH2:2]1.[OH-].[Li+], predict the reaction product. (5) Given the reactants [NH2:1][C:2]1[C:3](=[O:15])[N:4]([CH3:14])[C:5](=[O:13])[N:6]([CH2:9][CH2:10][CH2:11][CH3:12])[C:7]=1[NH2:8].[F:16][C:17]([F:34])([F:33])[C:18]([F:32])([F:31])[C:19](O[C:19](=O)[C:18]([F:32])([F:31])[C:17]([F:34])([F:33])[F:16])=O, predict the reaction product. The product is: [CH2:9]([N:6]1[C:7]2[N:8]=[C:19]([C:18]([F:32])([F:31])[C:17]([F:34])([F:33])[F:16])[NH:1][C:2]=2[C:3](=[O:15])[N:4]([CH3:14])[C:5]1=[O:13])[CH2:10][CH2:11][CH3:12]. (6) Given the reactants [C:1]1([C:7]2[N:8]=[C:9]([C:12]3[C:16]([C:17]([O:19]CC)=[O:18])=[CH:15][N:14]([CH2:22][O:23][CH2:24][CH2:25][Si:26]([CH3:29])([CH3:28])[CH3:27])[N:13]=3)[S:10][CH:11]=2)[CH:6]=[CH:5][CH:4]=[CH:3][CH:2]=1.[OH-].[Na+], predict the reaction product. The product is: [C:1]1([C:7]2[N:8]=[C:9]([C:12]3[C:16]([C:17]([OH:19])=[O:18])=[CH:15][N:14]([CH2:22][O:23][CH2:24][CH2:25][Si:26]([CH3:29])([CH3:28])[CH3:27])[N:13]=3)[S:10][CH:11]=2)[CH:2]=[CH:3][CH:4]=[CH:5][CH:6]=1. (7) Given the reactants [NH:1]1[CH2:6][CH2:5][CH:4]([O:7][C:8]2[C:9]([C:14]3[CH:19]=[CH:18][N:17]=[CH:16][CH:15]=3)=[N:10][CH:11]=[CH:12][CH:13]=2)[CH2:3][CH2:2]1.[CH:20]1([C:23](O)=[O:24])[CH2:22][CH2:21]1.CCN=C=NCCCN(C)C.Cl.CN(C=O)C, predict the reaction product. The product is: [N:10]1[CH:11]=[CH:12][CH:13]=[C:8]([O:7][CH:4]2[CH2:3][CH2:2][N:1]([C:23]([CH:20]3[CH2:22][CH2:21]3)=[O:24])[CH2:6][CH2:5]2)[C:9]=1[C:14]1[CH:19]=[CH:18][N:17]=[CH:16][CH:15]=1. (8) Given the reactants [CH3:1][C:2]1[N:3]([C:8]2[CH:9]=[C:10]([CH:14]=[CH:15][C:16]=2[C:17]([O:19][CH3:20])=[O:18])[C:11](O)=[O:12])[C:4]([CH3:7])=[CH:5][CH:6]=1.C(N(CC)CC)C.ClC(OCC)=O.[NH2:34][NH2:35], predict the reaction product. The product is: [CH3:1][C:2]1[N:3]([C:8]2[CH:9]=[C:10]([C:11]([NH:34][NH2:35])=[O:12])[CH:14]=[CH:15][C:16]=2[C:17]([O:19][CH3:20])=[O:18])[C:4]([CH3:7])=[CH:5][CH:6]=1. (9) The product is: [N+:10]([CH:13]=[CH:6][C:5]1[CH:8]=[CH:9][CH:2]=[CH:3][CH:4]=1)([O-:12])=[O:11]. Given the reactants O[C:2]1[CH:9]=[CH:8][C:5]([CH:6]=O)=[CH:4][CH:3]=1.[N+:10]([CH3:13])([O-:12])=[O:11], predict the reaction product. (10) Given the reactants C[O:2][C:3](=[O:27])[C@@H:4]([OH:26])[C@@H:5]([NH:13][C:14]([C:16]1[NH:25][C:19]2=[CH:20][N:21]=[C:22]([Cl:24])[CH:23]=[C:18]2[CH:17]=1)=[O:15])[CH2:6][C:7]1[CH:12]=[CH:11][CH:10]=[CH:9][CH:8]=1.[OH-].[Na+], predict the reaction product. The product is: [Cl:24][C:22]1[CH:23]=[C:18]2[CH:17]=[C:16]([C:14]([NH:13][C@@H:5]([CH2:6][C:7]3[CH:8]=[CH:9][CH:10]=[CH:11][CH:12]=3)[C@H:4]([OH:26])[C:3]([OH:27])=[O:2])=[O:15])[NH:25][C:19]2=[CH:20][N:21]=1.